Task: Predict the reaction yield, written as a fraction of the theoretical maximum amount of product (1.0 means a 100% yield; for example, 0.34 means a 34% yield).. Dataset: Reaction yield outcomes from USPTO patents with 853,638 reactions (1) The product is [Br:1][C:2]1[CH:11]=[C:10]2[C:5]([CH:6]=[CH:7][N:8]=[CH:9]2)=[CH:4][C:3]=1[OH:12]. The catalyst is CN(C)C=O. The yield is 0.220. The reactants are [Br:1][C:2]1[CH:11]=[C:10]2[C:5]([CH:6]=[CH:7][N:8]=[CH:9]2)=[CH:4][C:3]=1[O:12]C.C[S-].[Na+]. (2) The reactants are [OH:1][C:2]1[CH:7]=[C:6]([CH3:8])[C:5]([C:9](=[O:11])[CH3:10])=[C:4]([CH3:12])[CH:3]=1.Cl[CH2:14][CH2:15][O:16][CH3:17]. The catalyst is [OH-].[Na+].O. The product is [CH3:17][O:16][CH2:15][CH2:14][O:1][C:2]1[CH:3]=[C:4]([CH3:12])[C:5]([C:9](=[O:11])[CH3:10])=[C:6]([CH3:8])[CH:7]=1. The yield is 0.640. (3) The reactants are Cl[C:2]([O:4][CH:5]([CH3:7])[CH3:6])=[O:3].[NH:8]1[CH2:13][CH2:12][CH:11]([CH2:14][OH:15])[CH2:10][CH2:9]1.C(N(CC)CC)C. The catalyst is C(Cl)Cl. The product is [OH:15][CH2:14][CH:11]1[CH2:12][CH2:13][N:8]([C:2]([O:4][CH:5]([CH3:7])[CH3:6])=[O:3])[CH2:9][CH2:10]1. The yield is 0.890. (4) The reactants are [CH2:1]([C:3]1[CH:8]=[CH:7][CH:6]=[CH:5][C:4]=1[OH:9])[CH3:2].C(N(CCCC)CCCC)CCC.[Sn](Cl)(Cl)(Cl)Cl.[CH2:28]=[O:29].Cl. The catalyst is C1(C)C=CC=CC=1. The product is [CH2:1]([C:3]1[CH:8]=[CH:7][CH:6]=[C:5]([CH:28]=[O:29])[C:4]=1[OH:9])[CH3:2]. The yield is 0.550.